This data is from NCI-60 drug combinations with 297,098 pairs across 59 cell lines. The task is: Regression. Given two drug SMILES strings and cell line genomic features, predict the synergy score measuring deviation from expected non-interaction effect. (1) Synergy scores: CSS=23.6, Synergy_ZIP=-5.59, Synergy_Bliss=-4.38, Synergy_Loewe=-7.12, Synergy_HSA=-2.10. Drug 2: CN1C(=O)N2C=NC(=C2N=N1)C(=O)N. Cell line: SF-268. Drug 1: C1CC(C1)(C(=O)O)C(=O)O.[NH2-].[NH2-].[Pt+2]. (2) Drug 1: CC1=C(C=C(C=C1)C(=O)NC2=CC(=CC(=C2)C(F)(F)F)N3C=C(N=C3)C)NC4=NC=CC(=N4)C5=CN=CC=C5. Drug 2: N.N.Cl[Pt+2]Cl. Cell line: LOX IMVI. Synergy scores: CSS=24.6, Synergy_ZIP=0.904, Synergy_Bliss=3.06, Synergy_Loewe=-4.96, Synergy_HSA=-1.02. (3) Cell line: NCIH23. Drug 2: CCC1(CC2CC(C3=C(CCN(C2)C1)C4=CC=CC=C4N3)(C5=C(C=C6C(=C5)C78CCN9C7C(C=CC9)(C(C(C8N6C)(C(=O)OC)O)OC(=O)C)CC)OC)C(=O)OC)O.OS(=O)(=O)O. Drug 1: CS(=O)(=O)C1=CC(=C(C=C1)C(=O)NC2=CC(=C(C=C2)Cl)C3=CC=CC=N3)Cl. Synergy scores: CSS=52.3, Synergy_ZIP=15.9, Synergy_Bliss=17.2, Synergy_Loewe=-3.13, Synergy_HSA=16.5.